Predict the reaction yield, written as a fraction of the theoretical maximum amount of product (1.0 means a 100% yield; for example, 0.34 means a 34% yield). From a dataset of Reaction yield outcomes from USPTO patents with 853,638 reactions. (1) The reactants are [Cl-].O[NH3+:3].[C:4](=[O:7])([O-])[OH:5].[Na+].CS(C)=O.[CH2:13]([C:17]1[N:18]=[C:19]([CH3:44])[N:20]([C:39]2[CH:43]=[CH:42][S:41][CH:40]=2)[C:21](=[O:38])[C:22]=1[CH2:23][C:24]1[CH:29]=[CH:28][C:27]([C:30]2[C:31]([C:36]#[N:37])=[CH:32][CH:33]=[CH:34][CH:35]=2)=[CH:26][CH:25]=1)[CH2:14][CH2:15][CH3:16]. The catalyst is O.C(OCC)(=O)C. The product is [CH2:13]([C:17]1[N:18]=[C:19]([CH3:44])[N:20]([C:39]2[CH:43]=[CH:42][S:41][CH:40]=2)[C:21](=[O:38])[C:22]=1[CH2:23][C:24]1[CH:25]=[CH:26][C:27]([C:30]2[CH:35]=[CH:34][CH:33]=[CH:32][C:31]=2[C:36]2[NH:3][C:4](=[O:7])[O:5][N:37]=2)=[CH:28][CH:29]=1)[CH2:14][CH2:15][CH3:16]. The yield is 0.550. (2) The reactants are Cl[CH2:2][CH2:3][CH2:4][CH2:5][N:6]1[CH2:11][CH2:10][C:9]2[C:12]([C:23]#[N:24])=[N:13][N:14]([C:15]3[CH:20]=[CH:19][C:18]([O:21][CH3:22])=[CH:17][CH:16]=3)[C:8]=2[C:7]1=[O:25].[Br-].[K+].[NH:28]1[CH2:33][CH2:32][CH2:31][CH2:30][C:29]1=[O:34].[H-].[Na+].[Br-]. The catalyst is CC(C)=O.CN(C)C=O. The product is [CH3:22][O:21][C:18]1[CH:19]=[CH:20][C:15]([N:14]2[C:8]3[C:7](=[O:25])[N:6]([CH2:5][CH2:4][CH2:3][CH2:2][N:28]4[CH2:33][CH2:32][CH2:31][CH2:30][C:29]4=[O:34])[CH2:11][CH2:10][C:9]=3[C:12]([C:23]#[N:24])=[N:13]2)=[CH:16][CH:17]=1. The yield is 0.420. (3) The reactants are [OH:1][CH2:2][C:3]1[CH:8]=[CH:7][C:6]([CH:9]([CH2:11][CH2:12][CH2:13][CH2:14][CH2:15][CH2:16][CH2:17][CH2:18][CH2:19][CH2:20][CH2:21][CH2:22][CH2:23][CH3:24])[CH3:10])=[CH:5][CH:4]=1.[H-].[Na+].Br[CH2:28][CH2:29][O:30][Si:31]([C:34]([CH3:37])([CH3:36])[CH3:35])([CH3:33])[CH3:32]. The catalyst is CN(C=O)C. The product is [C:34]([Si:31]([O:30][CH2:29][CH2:28][O:1][CH2:2][C:3]1[CH:8]=[CH:7][C:6]([CH:9]([CH2:11][CH2:12][CH2:13][CH2:14][CH2:15][CH2:16][CH2:17][CH2:18][CH2:19][CH2:20][CH2:21][CH2:22][CH2:23][CH3:24])[CH3:10])=[CH:5][CH:4]=1)([CH3:33])[CH3:32])([CH3:37])([CH3:36])[CH3:35]. The yield is 0.110. (4) The reactants are CB1N2CCC[C@@H]2C(C2C=CC=CC=2)(C2C=CC=CC=2)O1.[C:22]1([CH3:36])[CH:27]=[CH:26][CH:25]=[C:24]([C:28]2[O:32][N:31]=[C:30]([C:33](=[O:35])[CH3:34])[CH:29]=2)[CH:23]=1.Cl. The catalyst is C1COCC1.C1(C)C=CC=CC=1.CO. The product is [C:22]1([CH3:36])[CH:27]=[CH:26][CH:25]=[C:24]([C:28]2[O:32][N:31]=[C:30]([C@@H:33]([OH:35])[CH3:34])[CH:29]=2)[CH:23]=1. The yield is 0.840. (5) The reactants are [O:1]1[C:5]2[CH:6]=[CH:7][C:8]([C:10]3([C:13]([NH:15][C:16]4[CH:17]=[CH:18][C:19]([CH2:33][OH:34])=[C:20]([C:22]5[CH:27]=[CH:26][C:25]([C:28]([N:30]([CH3:32])[CH3:31])=[O:29])=[CH:24][CH:23]=5)[CH:21]=4)=[O:14])[CH2:12][CH2:11]3)=[CH:9][C:4]=2[O:3][CH2:2]1.[C:35]1(C)[CH:40]=CC(S(O)(=O)=O)=C[CH:36]=1. The catalyst is C(O)(C)C. The product is [O:1]1[C:5]2[CH:6]=[CH:7][C:8]([C:10]3([C:13]([NH:15][C:16]4[CH:17]=[CH:18][C:19]([CH2:33][O:34][CH:35]([CH3:40])[CH3:36])=[C:20]([C:22]5[CH:27]=[CH:26][C:25]([C:28]([N:30]([CH3:31])[CH3:32])=[O:29])=[CH:24][CH:23]=5)[CH:21]=4)=[O:14])[CH2:11][CH2:12]3)=[CH:9][C:4]=2[O:3][CH2:2]1. The yield is 0.440. (6) The reactants are [CH2:1]([N:7]1[CH2:12][CH2:11][C:10]([CH3:28])([C:13]2[CH:18]=[CH:17][CH:16]=[C:15]([C:19]3[N:20]=[N:21][NH:22][C:23]=3[Si](C)(C)C)[CH:14]=2)[CH:9]([CH3:29])[CH2:8]1)[CH2:2][CH2:3][CH2:4][CH2:5][CH3:6].C(=O)([O-])O.[Na+]. The catalyst is Cl.CO. The product is [CH2:1]([N:7]1[CH2:12][CH2:11][C:10]([CH3:28])([C:13]2[CH:18]=[CH:17][CH:16]=[C:15]([C:19]3[N:20]=[N:21][NH:22][CH:23]=3)[CH:14]=2)[CH:9]([CH3:29])[CH2:8]1)[CH2:2][CH2:3][CH2:4][CH2:5][CH3:6]. The yield is 0.920.